Predict which catalyst facilitates the given reaction. From a dataset of Catalyst prediction with 721,799 reactions and 888 catalyst types from USPTO. (1) Reactant: [Mg].II.Br[CH2:5][CH2:6][CH:7]([CH3:9])[CH3:8].CON(C)[C:13]([C:15]1[CH:19]=[CH:18][S:17][CH:16]=1)=[O:14]. Product: [CH3:8][CH:7]([CH3:9])[CH2:6][CH2:5][C:13]([C:15]1[CH:19]=[CH:18][S:17][CH:16]=1)=[O:14]. The catalyst class is: 27. (2) Reactant: Cl[C:2]1[N:7]=[C:6]([NH:8][C:9]2[CH:14]=[C:13]([CH:15]=[CH2:16])[CH:12]=[CH:11][C:10]=2[N:17]([CH3:22])[S:18]([CH3:21])(=[O:20])=[O:19])[C:5]([Cl:23])=[CH:4][N:3]=1.[Br:24][C:25]1[C:26]([N:34]2[CH2:39][CH2:38][N:37]([CH3:40])[CH2:36][CH2:35]2)=[CH:27][C:28]([O:32][CH3:33])=[C:29]([NH2:31])[CH:30]=1.CS(O)(=O)=O. Product: [Br:24][C:25]1[C:26]([N:34]2[CH2:35][CH2:36][N:37]([CH3:40])[CH2:38][CH2:39]2)=[CH:27][C:28]([O:32][CH3:33])=[C:29]([NH:31][C:2]2[N:7]=[C:6]([NH:8][C:9]3[CH:14]=[C:13]([CH:15]=[CH2:16])[CH:12]=[CH:11][C:10]=3[N:17]([CH3:22])[S:18]([CH3:21])(=[O:20])=[O:19])[C:5]([Cl:23])=[CH:4][N:3]=2)[CH:30]=1. The catalyst class is: 141. (3) Reactant: C([O:4][CH2:5][C:6]1[C:7]([N:36]2[CH2:48][CH2:47][N:39]3[C:40]4[CH2:41][CH2:42][CH2:43][CH2:44][C:45]=4[CH:46]=[C:38]3[C:37]2=[O:49])=[N:8][CH:9]=[CH:10][C:11]=1[C:12]1[CH:17]=[C:16]([NH:18][C:19]2[N:20]=[CH:21][N:22]([CH:24]3[CH2:29][CH2:28][N:27]([CH:30]4[CH2:33][O:32][CH2:31]4)[CH2:26][CH2:25]3)[CH:23]=2)[C:15](=[O:34])[N:14]([CH3:35])[CH:13]=1)(=O)C.[OH-].[Li+]. Product: [OH:4][CH2:5][C:6]1[C:7]([N:36]2[CH2:48][CH2:47][N:39]3[C:40]4[CH2:41][CH2:42][CH2:43][CH2:44][C:45]=4[CH:46]=[C:38]3[C:37]2=[O:49])=[N:8][CH:9]=[CH:10][C:11]=1[C:12]1[CH:17]=[C:16]([NH:18][C:19]2[N:20]=[CH:21][N:22]([CH:24]3[CH2:29][CH2:28][N:27]([CH:30]4[CH2:33][O:32][CH2:31]4)[CH2:26][CH2:25]3)[CH:23]=2)[C:15](=[O:34])[N:14]([CH3:35])[CH:13]=1. The catalyst class is: 854.